From a dataset of hERG channel blocking data for cardiac toxicity assessment. Regression/Classification. Given a drug SMILES string, predict its toxicity properties. Task type varies by dataset: regression for continuous values (e.g., LD50, hERG inhibition percentage) or binary classification for toxic/non-toxic outcomes (e.g., AMES mutagenicity, cardiotoxicity, hepatotoxicity). Dataset: herg. (1) The molecule is F[C@H]1CC[NH2+]C[C@H]1c1c(-c2ccccc2)[nH]c2c(Cl)cccc12. The result is 1 (blocker). (2) The drug is CN(C)CC[C@@H](c1ccc(Cl)cc1)c1ccccn1. The result is 1 (blocker). (3) The compound is COCCc1ccc(OC[C@H](O)C[NH2+]C(C)C)cc1. The result is 0 (non-blocker). (4) The drug is C[C@]12CC[C@@H]3[C@@H](C=CC4=CC(=O)CC[C@@]43C)[C@H]1CC[C@@]2(O)CCC(=O)O. The result is 0 (non-blocker). (5) The compound is NCCNC(=S)S. The result is 0 (non-blocker). (6) The compound is C1CCC(C(C[C@H]2CCCC[NH2+]2)C2CCCCC2)CC1. The result is 1 (blocker). (7) The drug is O=C1N(Cc2ccccc2)[C@H]2[C@H](C[S+]3CCC[C@H]23)N1Cc1ccccc1. The result is 1 (blocker).